This data is from Forward reaction prediction with 1.9M reactions from USPTO patents (1976-2016). The task is: Predict the product of the given reaction. Given the reactants Br[C:2]1[N:6]([CH3:7])[C:5]2[CH:8]([C:24]3[CH:29]=[CH:28][C:27]([Cl:30])=[CH:26][CH:25]=3)[N:9]([C:12]3[CH:13]=[C:14]([O:22][CH3:23])[C:15]4[N:16]([C:18]([CH3:21])=[N:19][N:20]=4)[CH:17]=3)[C:10](=[O:11])[C:4]=2[N:3]=1.[CH:31]1([B-](F)(F)F)[CH2:33][CH2:32]1.[K+], predict the reaction product. The product is: [Cl:30][C:27]1[CH:28]=[CH:29][C:24]([CH:8]2[C:5]3[N:6]([CH3:7])[C:2]([CH:31]4[CH2:33][CH2:32]4)=[N:3][C:4]=3[C:10](=[O:11])[N:9]2[C:12]2[CH:13]=[C:14]([O:22][CH3:23])[C:15]3[N:16]([C:18]([CH3:21])=[N:19][N:20]=3)[CH:17]=2)=[CH:25][CH:26]=1.